This data is from Peptide-MHC class II binding affinity with 134,281 pairs from IEDB. The task is: Regression. Given a peptide amino acid sequence and an MHC pseudo amino acid sequence, predict their binding affinity value. This is MHC class II binding data. (1) The peptide sequence is YDKFLANVHTVLTGK. The MHC is DRB1_1001 with pseudo-sequence DRB1_1001. The binding affinity (normalized) is 0.561. (2) The peptide sequence is YTDVFSLDPTFTIETT. The MHC is DRB1_0802 with pseudo-sequence DRB1_0802. The binding affinity (normalized) is 0.281.